This data is from Forward reaction prediction with 1.9M reactions from USPTO patents (1976-2016). The task is: Predict the product of the given reaction. (1) Given the reactants CC1C=CC(S(O[CH2:12][CH:13]2[CH2:17][C:16]3[CH:18]=[C:19]([Cl:30])[CH:20]=[C:21](OS(C(F)(F)F)(=O)=O)[C:15]=3[O:14]2)(=O)=O)=CC=1.[CH3:31][C:32]1[CH:37]=[CH:36][CH:35]=[CH:34][C:33]=1B(O)O.C(=O)([O-])[O-].[K+].[K+].C(C1C=CC=CC=1B1OC(C)(C)C(C)(C)O1)(C)C.CC1C=CC(S(OCC2CC3C=C(Cl)C=C(C4C=CC=CC=4C)C=3O2)(=O)=O)=CC=1.S(C1C=CC(C)=CC=1)([O-])(=O)=O.[N-:105]=[N+]=[N-].[Na+].N(CC1CC2C=C(Cl)C=C(C3C=CC=CC=3C)C=2O1)=[N+]=[N-].[N-]=[N+]=[N-], predict the reaction product. The product is: [Cl:30][C:19]1[CH:20]=[C:21]([C:33]2[CH:34]=[CH:35][CH:36]=[CH:37][C:32]=2[CH3:31])[C:15]2[O:14][CH:13]([CH2:12][NH2:105])[CH2:17][C:16]=2[CH:18]=1. (2) Given the reactants [O:1]=[C:2]1[NH:6][C@@H:5]([C@@H:7]([CH3:11])[C:8]([OH:10])=O)[CH2:4][O:3]1.ClC(N(C)C)=C(C)C.[CH3:20][NH:21][O:22][CH3:23].N1C=CC=CC=1, predict the reaction product. The product is: [CH3:23][O:22][N:21]([CH3:20])[C:8](=[O:10])[C@@H:7]([C@H:5]1[CH2:4][O:3][C:2](=[O:1])[NH:6]1)[CH3:11]. (3) Given the reactants [F:1][C:2]([F:7])([F:6])[C:3]([OH:5])=[O:4].C(OC([N:15]1[CH2:20][CH2:19][CH:18]([N:21]2[CH2:25][CH2:24][NH:23][C:22]2=[O:26])[CH2:17][CH2:16]1)=O)(C)(C)C, predict the reaction product. The product is: [NH:15]1[CH2:16][CH2:17][CH:18]([N:21]2[CH2:25][CH2:24][CH2:2][NH:23][C:22]2=[O:26])[CH2:19][CH2:20]1.[F:1][C:2]([F:7])([F:6])[C:3]([OH:5])=[O:4]. (4) Given the reactants [Br:1][C:2]1[CH:3]=[C:4]([S:10](Cl)(=[O:12])=[O:11])[C:5]([NH:8][CH3:9])=[N:6][CH:7]=1.BrC1C=CC(NC)=NC=1.[NH2:23][CH2:24][CH2:25][OH:26], predict the reaction product. The product is: [Br:1][C:2]1[CH:3]=[C:4]([S:10]([NH:23][CH2:24][CH2:25][OH:26])(=[O:12])=[O:11])[C:5]([NH:8][CH3:9])=[N:6][CH:7]=1. (5) Given the reactants N[C:2]1[CH:12]=[CH:11][C:5]([C:6]([O:8]CC)=[O:7])=[CH:4][C:3]=1[Br:13].N(OC(C)(C)C)=O.B(F)(F)F.CCOCC.[Cu][C:31]#[N:32].[C-]#N.[Na+], predict the reaction product. The product is: [Br:13][C:3]1[CH:4]=[C:5]([CH:11]=[CH:12][C:2]=1[C:31]#[N:32])[C:6]([OH:8])=[O:7].